From a dataset of Forward reaction prediction with 1.9M reactions from USPTO patents (1976-2016). Predict the product of the given reaction. Given the reactants Br[C:2]1[N:6]2[CH2:7][CH2:8][CH2:9][N:10]([CH3:12])[CH2:11][C:5]2=[C:4]([C:13]([NH:15][C@@H:16]([CH2:21][CH:22]([CH3:24])[CH3:23])[C:17]([NH:19][CH3:20])=[O:18])=[O:14])[N:3]=1.C(=O)([O-])[O-].[K+].[K+].[F:31][C:32]1[CH:37]=[C:36]([Cl:38])[CH:35]=[CH:34][C:33]=1B(O)O, predict the reaction product. The product is: [Cl:38][C:36]1[CH:35]=[CH:34][C:33]([C:2]2[N:6]3[CH2:7][CH2:8][CH2:9][N:10]([CH3:12])[CH2:11][C:5]3=[C:4]([C:13]([NH:15][C@@H:16]([CH2:21][CH:22]([CH3:24])[CH3:23])[C:17]([NH:19][CH3:20])=[O:18])=[O:14])[N:3]=2)=[C:32]([F:31])[CH:37]=1.